The task is: Predict the reactants needed to synthesize the given product.. This data is from Full USPTO retrosynthesis dataset with 1.9M reactions from patents (1976-2016). Given the product [CH3:1][C:2]1[N:6]2[CH:7]=[CH:8][CH:9]=[CH:10][C:5]2=[N:4][C:3]=1[CH:11]=[O:12], predict the reactants needed to synthesize it. The reactants are: [CH3:1][C:2]1[N:6]2[CH:7]=[CH:8][CH:9]=[CH:10][C:5]2=[N:4][C:3]=1[CH2:11][OH:12].